From a dataset of Reaction yield outcomes from USPTO patents with 853,638 reactions. Predict the reaction yield, written as a fraction of the theoretical maximum amount of product (1.0 means a 100% yield; for example, 0.34 means a 34% yield). (1) The reactants are [H-].[H-].[H-].[H-].[Li+].[Al+3].C([O:9][C:10](=O)[C:11]([CH2:24][O:25][CH2:26][C:27]1[CH:32]=[CH:31][CH:30]=[CH:29][CH:28]=1)([C:17]1[CH:22]=[CH:21][C:20]([Br:23])=[CH:19][CH:18]=1)[C:12](OCC)=[O:13])C. The catalyst is C(OCC)C. The product is [CH2:26]([O:25][CH2:24][C:11]([C:17]1[CH:18]=[CH:19][C:20]([Br:23])=[CH:21][CH:22]=1)([CH2:10][OH:9])[CH2:12][OH:13])[C:27]1[CH:28]=[CH:29][CH:30]=[CH:31][CH:32]=1. The yield is 0.360. (2) The reactants are [NH2:1][C:2]1[CH:25]=[CH:24][C:23]([N:26]2[CH2:31][CH2:30][CH2:29][CH2:28][CH2:27]2)=[CH:22][C:3]=1[C:4]([NH:6][C:7]1[CH:11]=[CH:10][N:9]([C:12]2[CH:17]=[CH:16][CH:15]=[C:14]([C:18]([F:21])([F:20])[F:19])[CH:13]=2)[N:8]=1)=[O:5].[CH2:32]([N:34]([CH2:49][CH3:50])[CH2:35][CH2:36][N:37]([CH2:39][C:40]1[CH:41]=[C:42]([CH:46]=[CH:47][CH:48]=1)[C:43](O)=[O:44])[CH3:38])[CH3:33].CCN=C=NCCCN(C)C.Cl. The catalyst is ClCCl.CN(C)C1C=CN=CC=1. The product is [CH2:49]([N:34]([CH2:32][CH3:33])[CH2:35][CH2:36][N:37]([CH2:39][C:40]1[CH:41]=[C:42]([CH:46]=[CH:47][CH:48]=1)[C:43]([NH:1][C:2]1[CH:25]=[CH:24][C:23]([N:26]2[CH2:31][CH2:30][CH2:29][CH2:28][CH2:27]2)=[CH:22][C:3]=1[C:4]([NH:6][C:7]1[CH:11]=[CH:10][N:9]([C:12]2[CH:17]=[CH:16][CH:15]=[C:14]([C:18]([F:20])([F:21])[F:19])[CH:13]=2)[N:8]=1)=[O:5])=[O:44])[CH3:38])[CH3:50]. The yield is 0.320. (3) The reactants are [C:1]([O:5][C:6](=[O:34])[N:7]([C:16]1[S:17][C:18]([CH2:32][OH:33])=[CH:19][C@:20]([C:24]2[CH:29]=[C:28]([Br:30])[CH:27]=[CH:26][C:25]=2[F:31])([CH2:22][F:23])[N:21]=1)[CH2:8][O:9][CH2:10][CH2:11][Si:12]([CH3:15])([CH3:14])[CH3:13])([CH3:4])([CH3:3])[CH3:2].CC1(C)[O:41][C:40](=O)[CH:39]=[C:38]([CH3:43])[O:37]1. The catalyst is C1(C)C(C)=CC=CC=1. The product is [O:37]=[C:38]([CH3:43])[CH2:39][C:40]([O:33][CH2:32][C:18]1[S:17][C:16]([N:7]([C:6]([O:5][C:1]([CH3:4])([CH3:2])[CH3:3])=[O:34])[CH2:8][O:9][CH2:10][CH2:11][Si:12]([CH3:13])([CH3:14])[CH3:15])=[N:21][C@@:20]([C:24]2[CH:29]=[C:28]([Br:30])[CH:27]=[CH:26][C:25]=2[F:31])([CH2:22][F:23])[CH:19]=1)=[O:41]. The yield is 0.710. (4) The yield is 0.800. The reactants are C(=O)([O-])[O-].[Ca+2].[C:6](Cl)(Cl)=[S:7].[Cl:10][C:11]1[CH:16]=[C:15]([NH2:17])[CH:14]=[C:13]([C:18]([F:21])([F:20])[F:19])[C:12]=1[C:22]1[CH:27]=[CH:26][C:25]([S:28]([N:31]2[CH2:36][CH2:35][O:34][CH2:33][CH2:32]2)(=[O:30])=[O:29])=[CH:24][CH:23]=1.Cl. The product is [Cl:10][C:11]1[CH:16]=[C:15]([N:17]=[C:6]=[S:7])[CH:14]=[C:13]([C:18]([F:21])([F:19])[F:20])[C:12]=1[C:22]1[CH:27]=[CH:26][C:25]([S:28]([N:31]2[CH2:36][CH2:35][O:34][CH2:33][CH2:32]2)(=[O:30])=[O:29])=[CH:24][CH:23]=1. The catalyst is ClCCl.O. (5) The reactants are [F:1][C:2]1[C:10]2[S:9][CH:8]=[CH:7][C:6]=2[CH:5]=[CH:4][CH:3]=1.[Li]CCCC.CCCCCC.[C:22]([O:26][C:27]([N:29]1[CH2:33][CH2:32][C:31]([CH:41]=[O:42])([CH2:34][CH:35]2[CH2:40][CH2:39][O:38][CH2:37][CH2:36]2)[CH2:30]1)=[O:28])([CH3:25])([CH3:24])[CH3:23]. The catalyst is O1CCCC1. The product is [C:22]([O:26][C:27]([N:29]1[CH2:33][CH2:32][C:31]([CH:41]([C:8]2[S:9][C:10]3[C:2]([F:1])=[CH:3][CH:4]=[CH:5][C:6]=3[CH:7]=2)[OH:42])([CH2:34][CH:35]2[CH2:40][CH2:39][O:38][CH2:37][CH2:36]2)[CH2:30]1)=[O:28])([CH3:24])([CH3:25])[CH3:23]. The yield is 0.300. (6) The reactants are [Br:1][C:2]1[CH:9]=[CH:8][C:5]([CH:6]=[O:7])=[C:4]([OH:10])[CH:3]=1.C([O-])([O-])=O.[K+].[K+].Br[CH2:18][C:19]([CH3:21])=[CH2:20].O. The catalyst is CN(C=O)C. The product is [Br:1][C:2]1[CH:9]=[CH:8][C:5]([CH:6]=[O:7])=[C:4]([O:10][CH2:20][C:19]([CH3:21])=[CH2:18])[CH:3]=1. The yield is 0.930. (7) The reactants are [CH2:1]1[C:10]2[C:5](=[CH:6][C:7]([N:11]3[CH2:15][C@H:14]([CH2:16][NH:17][C:18](=[O:20])[CH3:19])[O:13][C:12]3=[O:21])=[CH:8][CH:9]=2)[CH2:4][CH2:3][NH:2]1.CCN=C=NCCCN(C)C.Cl.[CH:34](O)=[O:35]. The catalyst is C1COCC1.O. The product is [CH:34]([N:2]1[CH2:3][CH2:4][C:5]2[C:10](=[CH:9][CH:8]=[C:7]([N:11]3[CH2:15][C@H:14]([CH2:16][NH:17][C:18](=[O:20])[CH3:19])[O:13][C:12]3=[O:21])[CH:6]=2)[CH2:1]1)=[O:35]. The yield is 0.740. (8) The reactants are Cl[C:2]1[C:11]2[C:6](=[C:7]([C:12]3[CH:17]=[CH:16][CH:15]=[CH:14][CH:13]=3)[CH:8]=[CH:9][CH:10]=2)[C:5](Cl)=[N:4][N:3]=1.CC1(C)C(C)(C)OB([C:27]2[CH:28]=[N:29][CH:30]=[C:31]([CH:37]=2)[C:32]([O:34][CH2:35][CH3:36])=[O:33])O1.[O-:39]P([O-])([O-])=O.[K+].[K+].[K+].F[B-](F)(F)F.C1([PH+](C2CCCCC2)C2CCCCC2)CCCCC1. The catalyst is O1CCOCC1.O.C([O-])=O.[NH4+].C1C=CC(/C=C/C(/C=C/C2C=CC=CC=2)=O)=CC=1.C1C=CC(/C=C/C(/C=C/C2C=CC=CC=2)=O)=CC=1.C1C=CC(/C=C/C(/C=C/C2C=CC=CC=2)=O)=CC=1.[Pd].[Pd]. The product is [OH:39][C:5]1[C:6]2[C:11](=[CH:10][CH:9]=[CH:8][C:7]=2[C:12]2[CH:17]=[CH:16][CH:15]=[CH:14][CH:13]=2)[C:2]([C:27]2[CH:28]=[N:29][CH:30]=[C:31]([CH:37]=2)[C:32]([O:34][CH2:35][CH3:36])=[O:33])=[N:3][N:4]=1. The yield is 0.441. (9) The catalyst is [Cl-].[NH4+]. The reactants are [H-].[Al+3].[Li+].[H-].[H-].[H-].C([O:9][C:10]([C:12]1[C:16]([CH3:17])=[C:15]([C:18]2[CH:23]=[CH:22][N:21]=[CH:20][CH:19]=2)[N:14]([CH2:24][O:25][CH3:26])[C:13]=1[C:27]1[CH:32]=[CH:31][N:30]=[CH:29][CH:28]=1)=O)C. The yield is 0.0580. The product is [OH:9][CH2:10][C:12]1[C:16]([CH3:17])=[C:15]([C:18]2[CH:23]=[CH:22][N:21]=[CH:20][CH:19]=2)[N:14]([CH2:24][O:25][CH3:26])[C:13]=1[C:27]1[CH:28]=[CH:29][N:30]=[CH:31][CH:32]=1. (10) The reactants are [CH2:1]([O:3][C:4]([C:6]12[CH2:13][CH:10]([CH2:11][CH2:12]1)[CH:9]([CH:14]=[O:15])[CH2:8][CH2:7]2)=[O:5])[CH3:2].CC(C)=[O:18].OS(O)(=O)=O.O=[Cr](=O)=O. The yield is 0.870. No catalyst specified. The product is [CH2:1]([O:3][C:4]([C:6]12[CH2:13][CH:10]([CH2:11][CH2:12]1)[CH:9]([C:14]([OH:18])=[O:15])[CH2:8][CH2:7]2)=[O:5])[CH3:2].